From a dataset of Reaction yield outcomes from USPTO patents with 853,638 reactions. Predict the reaction yield, written as a fraction of the theoretical maximum amount of product (1.0 means a 100% yield; for example, 0.34 means a 34% yield). (1) The reactants are Cl.N1C=CC=CC=1.[Br:8][C:9]1[CH:10]=[CH:11][C:12]2[C:21]3[C:16](=[C:17]4[CH:25]=[CH:24][C:23]([O:26]C)=[CH:22][C:18]4=[CH:19][CH:20]=3)[O:15][CH2:14][C:13]=2[CH:28]=1. The catalyst is O. The product is [Br:8][C:9]1[CH:10]=[CH:11][C:12]2[C:21]3[C:16](=[C:17]4[CH:25]=[CH:24][C:23]([OH:26])=[CH:22][C:18]4=[CH:19][CH:20]=3)[O:15][CH2:14][C:13]=2[CH:28]=1. The yield is 0.560. (2) The reactants are [N+:1]([C:4]1[CH:9]=[CH:8][C:7]([S:10]([N:13]2[CH2:18][C:17](=[O:19])[N:16]([CH2:20][CH2:21][CH2:22][CH2:23][CH2:24][CH2:25][CH2:26][CH3:27])[CH2:15][CH:14]2[C:28]([O:30][CH3:31])=[O:29])(=[O:12])=[O:11])=[CH:6][CH:5]=1)([O-])=O.O.O.Cl[Sn]Cl.C([O-])(O)=O.[Na+].CCN(CC)CC.[Cl:49][C:50]1[CH:58]=[CH:57][C:53]([C:54](Cl)=[O:55])=[CH:52][CH:51]=1. The catalyst is CO. The product is [Cl:49][C:50]1[CH:58]=[CH:57][C:53]([C:54]([NH:1][C:4]2[CH:9]=[CH:8][C:7]([S:10]([N:13]3[CH2:18][C:17](=[O:19])[N:16]([CH2:20][CH2:21][CH2:22][CH2:23][CH2:24][CH2:25][CH2:26][CH3:27])[CH2:15][CH:14]3[C:28]([O:30][CH3:31])=[O:29])(=[O:12])=[O:11])=[CH:6][CH:5]=2)=[O:55])=[CH:52][CH:51]=1. The yield is 0.910.